From a dataset of Peptide-MHC class I binding affinity with 185,985 pairs from IEDB/IMGT. Regression. Given a peptide amino acid sequence and an MHC pseudo amino acid sequence, predict their binding affinity value. This is MHC class I binding data. (1) The peptide sequence is VTSLDVINY. The MHC is HLA-A68:01 with pseudo-sequence HLA-A68:01. The binding affinity (normalized) is 0. (2) The peptide sequence is CLERWMLVA. The MHC is HLA-A23:01 with pseudo-sequence HLA-A23:01. The binding affinity (normalized) is 0. (3) The peptide sequence is FVAAALHNV. The MHC is HLA-A30:02 with pseudo-sequence HLA-A30:02. The binding affinity (normalized) is 0.